Task: Binary Classification. Given a T-cell receptor sequence (or CDR3 region) and an epitope sequence, predict whether binding occurs between them.. Dataset: TCR-epitope binding with 47,182 pairs between 192 epitopes and 23,139 TCRs (1) The epitope is KAYNVTQAF. The TCR CDR3 sequence is CASSWNRAGDGYTF. Result: 1 (the TCR binds to the epitope). (2) The epitope is KRWIILGLNK. The TCR CDR3 sequence is CASSHLSGGTYEQYF. Result: 0 (the TCR does not bind to the epitope).